Dataset: Peptide-MHC class I binding affinity with 185,985 pairs from IEDB/IMGT. Task: Regression. Given a peptide amino acid sequence and an MHC pseudo amino acid sequence, predict their binding affinity value. This is MHC class I binding data. (1) The peptide sequence is SPMEIYGL. The MHC is H-2-Kb with pseudo-sequence H-2-Kb. The binding affinity (normalized) is 0.0344. (2) The peptide sequence is FYNGSNWCL. The MHC is HLA-B44:02 with pseudo-sequence HLA-B44:02. The binding affinity (normalized) is 0.0847. (3) The MHC is HLA-B51:01 with pseudo-sequence HLA-B51:01. The binding affinity (normalized) is 0.0847. The peptide sequence is HPVHAGPVA. (4) The peptide sequence is KTLHSSVQSY. The MHC is HLA-A30:01 with pseudo-sequence HLA-A30:01. The binding affinity (normalized) is 0.413. (5) The peptide sequence is DMWEHAFYL. The MHC is HLA-A69:01 with pseudo-sequence HLA-A69:01. The binding affinity (normalized) is 1.00.